This data is from Full USPTO retrosynthesis dataset with 1.9M reactions from patents (1976-2016). The task is: Predict the reactants needed to synthesize the given product. Given the product [CH2:15]([O:22][CH2:23][O:24][CH2:25][CH2:26][C@H:27]([O:31][Si:32]([C:35]([CH3:38])([CH3:37])[CH3:36])([CH3:34])[CH3:33])[C:28]([O:14][C:10]([CH3:13])([CH3:12])[CH3:11])=[O:29])[C:16]1[CH:17]=[CH:18][CH:19]=[CH:20][CH:21]=1, predict the reactants needed to synthesize it. The reactants are: C(N=C=NC(C)C)(C)C.[C:10]([OH:14])([CH3:13])([CH3:12])[CH3:11].[CH2:15]([O:22][CH2:23][O:24][CH2:25][CH2:26][C@H:27]([O:31][Si:32]([C:35]([CH3:38])([CH3:37])[CH3:36])([CH3:34])[CH3:33])[C:28](O)=[O:29])[C:16]1[CH:21]=[CH:20][CH:19]=[CH:18][CH:17]=1.